From a dataset of Catalyst prediction with 721,799 reactions and 888 catalyst types from USPTO. Predict which catalyst facilitates the given reaction. (1) The catalyst class is: 5. Product: [F:26][C:15]1[CH:16]=[C:17]([C:20]2[CH:21]=[N:22][N:23]([CH3:25])[CH:24]=2)[CH:18]=[CH:19][C:14]=1[NH:13][C:12]1[C:6]2[CH2:5][N:4]([C:1](=[O:3])[CH3:2])[CH2:9][CH2:8][C:7]=2[N:10]([C:27]([CH3:33])([CH3:34])[CH2:28][OH:29])[N:11]=1. Reactant: [C:1]([N:4]1[CH2:9][CH2:8][C:7]2[N:10]([C:27]([CH3:34])([CH3:33])[C:28](OCC)=[O:29])[N:11]=[C:12]([NH:13][C:14]3[CH:19]=[CH:18][C:17]([C:20]4[CH:21]=[N:22][N:23]([CH3:25])[CH:24]=4)=[CH:16][C:15]=3[F:26])[C:6]=2[CH2:5]1)(=[O:3])[CH3:2].[Li+].[BH4-].[OH-].[Na+]. (2) Reactant: [NH2:1][C:2]1[CH:7]=[CH:6][C:5]([C:8]2[C:16]3[C:11](=[N:12][CH:13]=[N:14][C:15]=3[NH2:17])[N:10]([C@H:18]3[CH2:23][CH2:22][C@@H:21]([N:24]4[CH2:29][CH2:28][N:27]([CH3:30])[CH2:26][CH2:25]4)[CH2:20][CH2:19]3)[N:9]=2)=[CH:4][C:3]=1[O:31][CH3:32].C(N(CC)CC)C.[C:40](Cl)(=[O:49])[CH2:41][CH2:42][C:43]1[CH:48]=[CH:47][CH:46]=[CH:45][CH:44]=1. Product: [NH2:17][C:15]1[N:14]=[CH:13][N:12]=[C:11]2[N:10]([C@H:18]3[CH2:23][CH2:22][C@@H:21]([N:24]4[CH2:25][CH2:26][N:27]([CH3:30])[CH2:28][CH2:29]4)[CH2:20][CH2:19]3)[N:9]=[C:8]([C:5]3[CH:6]=[CH:7][C:2]([NH:1][C:40](=[O:49])[CH2:41][CH2:42][C:43]4[CH:48]=[CH:47][CH:46]=[CH:45][CH:44]=4)=[C:3]([O:31][CH3:32])[CH:4]=3)[C:16]=12. The catalyst class is: 4. (3) Reactant: [Li]CCCC.CC1(C)CCCC(C)(C)N1.[CH:16]1([C@H:20]([NH:22][C:23]2[N:31]=[C:30]([C:32]#[N:33])[N:29]=[C:28]3[C:24]=2[N:25]([CH2:34][C@H:35]2[CH2:40][CH2:39][C@H:38]([CH3:41])[CH2:37][CH2:36]2)[CH:26]=[N:27]3)[CH3:21])[CH2:19][CH2:18][CH2:17]1.[CH:42](=[O:44])[CH3:43]. Product: [CH:16]1([C@H:20]([NH:22][C:23]2[N:31]=[C:30]([C:32]#[N:33])[N:29]=[C:28]3[C:24]=2[N:25]([CH2:34][C@H:35]2[CH2:36][CH2:37][C@H:38]([CH3:41])[CH2:39][CH2:40]2)[C:26]([CH:42]([OH:44])[CH3:43])=[N:27]3)[CH3:21])[CH2:19][CH2:18][CH2:17]1. The catalyst class is: 1. (4) Reactant: [N+:1]([C:4]1[C:13]2[CH2:12][CH2:11][CH2:10][CH2:9][C:8]=2[CH:7]=[CH:6][C:5]=1[OH:14])([O-:3])=[O:2].C(N(CC)CC)C.[F:22][C:23]([F:36])([F:35])[S:24](O[S:24]([C:23]([F:36])([F:35])[F:22])(=[O:26])=[O:25])(=[O:26])=[O:25]. Product: [O:14]([C:5]1[CH:6]=[CH:7][C:8]2[CH2:9][CH2:10][CH2:11][CH2:12][C:13]=2[C:4]=1[N+:1]([O-:3])=[O:2])[S:24]([C:23]([F:36])([F:35])[F:22])(=[O:26])=[O:25]. The catalyst class is: 4. (5) Reactant: Br[C:2]1C=[C:4]2[C:9](=[CH:10][CH:11]=1)[C:8](=[O:12])[CH2:7][CH2:6][CH2:5]2.[CH3:13][C:14]1[CH:15]=[C:16](B(O)O)[CH:17]=[CH:18][CH:19]=1.C([O-])([O-])=[O:24].[Na+].[Na+]. Product: [CH3:13][C:14]1[CH:15]=[C:16]([C:2]2[CH:11]=[CH:10][C:9]3[C:4](=[O:24])[CH2:5][CH2:6][O:7][C:8]=3[CH:12]=2)[CH:17]=[CH:18][CH:19]=1. The catalyst class is: 70.